From a dataset of Reaction yield outcomes from USPTO patents with 853,638 reactions. Predict the reaction yield, written as a fraction of the theoretical maximum amount of product (1.0 means a 100% yield; for example, 0.34 means a 34% yield). (1) The product is [Cl:3][C:4]1[CH:5]=[C:6]([CH:10]2[C:16]3[CH:17]=[C:18]([C:21]([C:29]4[CH:30]=[CH:31][C:32]([Cl:35])=[CH:33][CH:34]=4)([OH:28])[C:22]4[N:26]([CH3:27])[CH:25]=[N:24][CH:23]=4)[CH:19]=[CH:20][C:15]=3[N:14]([CH2:38][CH:39]3[CH2:41][CH2:40]3)[C:13](=[O:36])[CH2:12][S:11]2)[CH:7]=[CH:8][CH:9]=1. The yield is 0.170. The catalyst is CN(C=O)C. The reactants are [H-].[Na+].[Cl:3][C:4]1[CH:5]=[C:6]([CH:10]2[C:16]3[CH:17]=[C:18]([C:21]([C:29]4[CH:34]=[CH:33][C:32]([Cl:35])=[CH:31][CH:30]=4)([OH:28])[C:22]4[N:26]([CH3:27])[CH:25]=[N:24][CH:23]=4)[CH:19]=[CH:20][C:15]=3[NH:14][C:13](=[O:36])[CH2:12][S:11]2)[CH:7]=[CH:8][CH:9]=1.Br[CH2:38][CH:39]1[CH2:41][CH2:40]1. (2) The reactants are [CH:1]1([C:4]([NH:6][C:7]2[N:8]=[C:9]3[CH:14]=[CH:13][C:12]([O:15][C:16]4[CH:21]=[CH:20][C:19]([NH:22][C:23]([C:25]5[C:26](=[O:38])[N:27]([C:32]6[CH:37]=[CH:36][CH:35]=[CH:34][CH:33]=6)[C:28]([CH3:31])=[CH:29][CH:30]=5)=[O:24])=[CH:18][C:17]=4[F:39])=[CH:11][N:10]3[CH:40]=2)=[O:5])[CH2:3][CH2:2]1.O.[C:42]1([CH3:52])[CH:47]=[CH:46][C:45]([S:48]([OH:51])(=[O:50])=[O:49])=[CH:44][CH:43]=1. The catalyst is C(O)C. The product is [C:42]1([CH3:52])[CH:43]=[CH:44][C:45]([S:48]([OH:51])(=[O:49])=[O:50])=[CH:46][CH:47]=1.[CH:1]1([C:4]([NH:6][C:7]2[N:8]=[C:9]3[CH:14]=[CH:13][C:12]([O:15][C:16]4[CH:21]=[CH:20][C:19]([NH:22][C:23]([C:25]5[C:26](=[O:38])[N:27]([C:32]6[CH:33]=[CH:34][CH:35]=[CH:36][CH:37]=6)[C:28]([CH3:31])=[CH:29][CH:30]=5)=[O:24])=[CH:18][C:17]=4[F:39])=[CH:11][N:10]3[CH:40]=2)=[O:5])[CH2:3][CH2:2]1. The yield is 0.820. (3) The reactants are Cl[C:2]1[CH:8]=[CH:7][C:6]([CH3:9])=[CH:5][C:3]=1[NH2:4].C([O-])([O-])=O.[K+].[K+].[C:16](=[S:18])=[S:17].Cl. The catalyst is CN(C=O)C.O. The product is [CH3:9][C:6]1[CH:7]=[CH:8][C:2]2[S:17][C:16]([SH:18])=[N:4][C:3]=2[CH:5]=1. The yield is 0.270. (4) The reactants are C[O:2][C:3]([C:5]1[S:6][C:7]([C:27]2[CH:32]=[CH:31][CH:30]=[CH:29][CH:28]=2)=[CH:8][C:9]=1[N:10]([C:18]([C@H:20]1[CH2:25][CH2:24][C@H:23]([CH3:26])[CH2:22][CH2:21]1)=[O:19])[CH:11]1[CH2:16][CH2:15][N:14]([CH3:17])[CH2:13][CH2:12]1)=[O:4].[Li+].[OH-].[ClH:35]. The catalyst is O1CCOCC1.O. The product is [Cl-:35].[C:3]([C:5]1[S:6][C:7]([C:27]2[CH:32]=[CH:31][CH:30]=[CH:29][CH:28]=2)=[CH:8][C:9]=1[N:10]([C:18]([C@H:20]1[CH2:21][CH2:22][C@H:23]([CH3:26])[CH2:24][CH2:25]1)=[O:19])[CH:11]1[CH2:16][CH2:15][NH+:14]([CH3:17])[CH2:13][CH2:12]1)([OH:4])=[O:2]. The yield is 0.600. (5) The reactants are [CH3:1][O:2][CH2:3][CH2:4][N:5]1[CH2:10][CH2:9][N:8]2[N:11]=[C:12]([N+:14]([O-])=O)[CH:13]=[C:7]2[CH2:6]1. The product is [CH3:1][O:2][CH2:3][CH2:4][N:5]1[CH2:10][CH2:9][N:8]2[N:11]=[C:12]([NH2:14])[CH:13]=[C:7]2[CH2:6]1. The yield is 0.970. The catalyst is CO.[Pd]. (6) The reactants are [Br:1][C:2]1[CH:10]=[CH:9][C:5]([C:6]([OH:8])=[O:7])=[C:4]([Cl:11])[CH:3]=1.C(OC(O[C:15]([CH3:18])([CH3:17])[CH3:16])=O)(O[C:15]([CH3:18])([CH3:17])[CH3:16])=O. The catalyst is C1COCC1.CN(C1C=CN=CC=1)C.CCOC(C)=O. The product is [Br:1][C:2]1[CH:10]=[CH:9][C:5]([C:6]([O:8][C:15]([CH3:18])([CH3:17])[CH3:16])=[O:7])=[C:4]([Cl:11])[CH:3]=1. The yield is 0.510. (7) The reactants are [CH2:1]([O:3][C:4]([C:6]1[C:7](O)=[C:8]2[C:15]3[CH2:16][CH2:17][CH2:18][CH2:19][C:14]=3[S:13][C:9]2=[N:10][C:11]=1[CH3:12])=[O:5])[CH3:2].P(Cl)(Cl)([Cl:23])=O. No catalyst specified. The product is [CH2:1]([O:3][C:4]([C:6]1[C:7]([Cl:23])=[C:8]2[C:15]3[CH2:16][CH2:17][CH2:18][CH2:19][C:14]=3[S:13][C:9]2=[N:10][C:11]=1[CH3:12])=[O:5])[CH3:2]. The yield is 0.680.